This data is from Forward reaction prediction with 1.9M reactions from USPTO patents (1976-2016). The task is: Predict the product of the given reaction. (1) Given the reactants Br[C:2]1[CH:10]=[CH:9][C:8]([O:11][CH3:12])=[CH:7][C:3]=1[C:4]([OH:6])=[O:5].[Br:13][C:14]1[CH:19]=[CH:18][C:17]([OH:20])=[CH:16][CH:15]=1.C(=O)([O-])[O-].[K+].[K+].C(OCC)(=O)C, predict the reaction product. The product is: [Br:13][C:14]1[CH:19]=[CH:18][C:17]([O:20][C:2]2[CH:10]=[CH:9][C:8]([O:11][CH3:12])=[CH:7][C:3]=2[C:4]([OH:6])=[O:5])=[CH:16][CH:15]=1. (2) Given the reactants C([O:3][C:4](=[O:23])[C:5]1[CH:10]=[CH:9][C:8]([C:11]([F:14])([F:13])[F:12])=[N:7][C:6]=1[CH2:15][N:16]1[N:20]=[C:19]([CH3:21])[O:18][C:17]1=[O:22])C.O[Li].O, predict the reaction product. The product is: [CH3:21][C:19]1[O:18][C:17](=[O:22])[N:16]([CH2:15][C:6]2[N:7]=[C:8]([C:11]([F:14])([F:12])[F:13])[CH:9]=[CH:10][C:5]=2[C:4]([OH:23])=[O:3])[N:20]=1.